Dataset: TCR-epitope binding with 47,182 pairs between 192 epitopes and 23,139 TCRs. Task: Binary Classification. Given a T-cell receptor sequence (or CDR3 region) and an epitope sequence, predict whether binding occurs between them. (1) The epitope is LLQTGIHVRVSQPSL. The TCR CDR3 sequence is CASSQGLAGREQYF. Result: 0 (the TCR does not bind to the epitope). (2) The epitope is NLVPMVATV. The TCR CDR3 sequence is CASSLGQLHTWGNEQYF. Result: 1 (the TCR binds to the epitope). (3) The epitope is TEKSNIIRGW. The TCR CDR3 sequence is CASSQGSPYQNNEQFF. Result: 0 (the TCR does not bind to the epitope). (4) The epitope is YEGNSPFHPL. The TCR CDR3 sequence is CASSLAGTGRTDTQYF. Result: 1 (the TCR binds to the epitope). (5) The epitope is KLSALGINAV. The TCR CDR3 sequence is CSAPGWDTEAFF. Result: 0 (the TCR does not bind to the epitope). (6) The epitope is IVDTVSALV. The TCR CDR3 sequence is CASSWQGTYTGELFF. Result: 1 (the TCR binds to the epitope).